This data is from Reaction yield outcomes from USPTO patents with 853,638 reactions. The task is: Predict the reaction yield, written as a fraction of the theoretical maximum amount of product (1.0 means a 100% yield; for example, 0.34 means a 34% yield). The reactants are [OH:1][CH:2]1[CH2:6][NH:5][CH:4]([C:7]([OH:9])=[O:8])[CH2:3]1.C1COCC1.[OH-].[Na+].[CH3:17][C:18]([O:21][C:22](O[C:22]([O:21][C:18]([CH3:20])([CH3:19])[CH3:17])=[O:23])=[O:23])([CH3:20])[CH3:19]. The catalyst is O. The product is [C:18]([O:21][C:22]([N:5]1[CH2:6][CH:2]([OH:1])[CH2:3][CH:4]1[C:7]([OH:9])=[O:8])=[O:23])([CH3:20])([CH3:19])[CH3:17]. The yield is 1.00.